This data is from Full USPTO retrosynthesis dataset with 1.9M reactions from patents (1976-2016). The task is: Predict the reactants needed to synthesize the given product. Given the product [I:1][C:2]1[CH:6]=[C:5]([CH:7]2[CH2:12][CH2:11][NH:10][CH2:9][CH2:8]2)[N:4]([CH3:13])[N:3]=1, predict the reactants needed to synthesize it. The reactants are: [I:1][C:2]1[CH:6]=[C:5]([CH:7]2[CH2:12][CH2:11][NH:10][CH2:9][CH2:8]2)[N:4]([CH:13](C)C)[N:3]=1.IC1C=C(C2CCN(C(OC(C)(C)C)=O)CC2)N(C)N=1.